Task: Predict the product of the given reaction.. Dataset: Forward reaction prediction with 1.9M reactions from USPTO patents (1976-2016) (1) Given the reactants [OH:1][C:2]1[CH:10]=[CH:9][C:5]([C:6]([OH:8])=[O:7])=[CH:4][C:3]=1[N+:11]([O-:13])=[O:12].C(N(CC)CC)C.[C:21](OC(=O)C)(=[O:23])[CH3:22].Cl, predict the reaction product. The product is: [C:21]([O:1][C:2]1[CH:10]=[CH:9][C:5]([C:6]([OH:8])=[O:7])=[CH:4][C:3]=1[N+:11]([O-:13])=[O:12])(=[O:23])[CH3:22]. (2) Given the reactants [I-:1].[I-].[I-].[CH2:4]([N:7]([C:11]1[CH:12]=[CH:13][C:14]2[C:23]([CH:24]=1)=[S+:22][C:21]1[C:16](=[CH:17][CH:18]=[CH:19][CH:20]=1)[N:15]=2)[CH2:8][CH2:9][CH3:10])[CH2:5][CH3:6].[CH2:25]([N:28](C1C=CC2C(C=1)=[S+]C1C(=CC=CC=1)N=2)[CH2:29][CH2:30]C)[CH2:26]C.C(N(C1C=CC2C(C=1)=[S+]C1C(=CC=CC=1)N=2)CCC)CC.C(NCC)C, predict the reaction product. The product is: [I-:1].[CH2:25]([N:28]([C:19]1[CH:18]=[CH:17][C:16]2[C:21]([CH:20]=1)=[S+:22][C:23]1[C:14](=[CH:13][CH:12]=[C:11]([N:7]([CH2:8][CH2:9][CH3:10])[CH2:4][CH2:5][CH3:6])[CH:24]=1)[N:15]=2)[CH2:29][CH3:30])[CH3:26]. (3) Given the reactants [NH2:1][C:2]1[C:6]([C:7]([C:9]2[O:10][CH:11]=[CH:12][CH:13]=2)=[O:8])=[CH:5][NH:4][N:3]=1.CN(C)[CH:16]=[CH:17][C:18]([C:20]1[CH:25]=[CH:24][CH:23]=[C:22]([N:26]2[CH:30]=[CH:29][CH:28]=[CH:27]2)[CH:21]=1)=O, predict the reaction product. The product is: [O:10]1[CH:11]=[CH:12][CH:13]=[C:9]1[C:7]([C:6]1[CH:5]=[N:4][N:3]2[C:18]([C:20]3[CH:25]=[CH:24][CH:23]=[C:22]([N:26]4[CH:30]=[CH:29][CH:28]=[CH:27]4)[CH:21]=3)=[CH:17][CH:16]=[N:1][C:2]=12)=[O:8]. (4) Given the reactants Br[C:2]1[C:28]([F:29])=[CH:27][C:5]([O:6][C@H:7]2[CH2:12][CH2:11][CH2:10][N:9]([CH:13]3[CH2:18][CH2:17][N:16]([C:19]([O:21][C:22]([CH3:25])([CH3:24])[CH3:23])=[O:20])[CH2:15][CH2:14]3)[C:8]2=[O:26])=[C:4]([F:30])[CH:3]=1.[CH3:31][S:32]([O-:34])=[O:33].[Na+].[C@H]1(N)CCCC[C@@H]1N, predict the reaction product. The product is: [F:30][C:4]1[CH:3]=[C:2]([S:32]([CH3:31])(=[O:34])=[O:33])[C:28]([F:29])=[CH:27][C:5]=1[O:6][C@H:7]1[CH2:12][CH2:11][CH2:10][N:9]([CH:13]2[CH2:18][CH2:17][N:16]([C:19]([O:21][C:22]([CH3:23])([CH3:24])[CH3:25])=[O:20])[CH2:15][CH2:14]2)[C:8]1=[O:26]. (5) Given the reactants [Br:1][C:2]1[CH:3]=[C:4]([C:17](F)=[CH:18][N:19]=1)[C:5]([C:7](=[CH:13]N(C)C)[C:8]([O:10][CH2:11][CH3:12])=[O:9])=[O:6].[CH3:21][O:22][CH2:23][CH:24]([NH2:28])[CH2:25][O:26][CH3:27].C(=O)([O-])[O-].[K+].[K+], predict the reaction product. The product is: [Br:1][C:2]1[CH:3]=[C:4]2[C:17](=[CH:18][N:19]=1)[N:28]([CH:24]([CH2:25][O:26][CH3:27])[CH2:23][O:22][CH3:21])[CH:13]=[C:7]([C:8]([O:10][CH2:11][CH3:12])=[O:9])[C:5]2=[O:6]. (6) Given the reactants [C:1]([C:3]1[N:8]=[CH:7][CH:6]=[CH:5][N:4]=1)#[N:2].C(N)(=[S:11])C, predict the reaction product. The product is: [N:4]1[CH:5]=[CH:6][CH:7]=[N:8][C:3]=1[C:1](=[S:11])[NH2:2]. (7) Given the reactants [NH2:1][C:2]1[C:6]([C:7]#[N:8])=[CH:5][NH:4][N:3]=1.[C:9]([CH:17]([CH2:23][C:24]#[CH:25])[C:18](OCC)=[O:19])(=O)[C:10]1[CH:15]=[CH:14][CH:13]=[CH:12][CH:11]=1, predict the reaction product. The product is: [O:19]=[C:18]1[N:3]2[N:4]=[CH:5][C:6]([C:7]#[N:8])=[C:2]2[NH:1][C:9]([C:10]2[CH:15]=[CH:14][CH:13]=[CH:12][CH:11]=2)=[C:17]1[CH2:23][C:24]#[CH:25]. (8) Given the reactants C(N(S(F)(F)[F:7])CC)C.[CH2:10]([N:17]1[CH2:22][CH2:21][N:20]([CH2:23][C:24]2[CH:29]=[CH:28][CH:27]=[CH:26][CH:25]=2)[CH2:19][CH:18]1[CH2:30]O)[C:11]1[CH:16]=[CH:15][CH:14]=[CH:13][CH:12]=1.O.[OH-].[Na+], predict the reaction product. The product is: [CH2:10]([N:17]1[CH2:22][CH2:21][N:20]([CH2:23][C:24]2[CH:29]=[CH:28][CH:27]=[CH:26][CH:25]=2)[CH2:19][CH:18]1[CH2:30][F:7])[C:11]1[CH:16]=[CH:15][CH:14]=[CH:13][CH:12]=1.